Predict which catalyst facilitates the given reaction. From a dataset of Catalyst prediction with 721,799 reactions and 888 catalyst types from USPTO. (1) Reactant: C[O:2][C:3]1[CH:4]=[C:5]([CH:13]=[CH:14][C:15]2[CH:20]=[CH:19][C:18]([O:21]C)=[CH:17][CH:16]=2)[CH:6]=[C:7]([O:11]C)[C:8]=1[O:9]C.B(Br)(Br)Br.C([O-])(O)=O.[Na+]. Product: [OH:2][C:3]1[CH:4]=[C:5]([CH:13]=[CH:14][C:15]2[CH:20]=[CH:19][C:18]([OH:21])=[CH:17][CH:16]=2)[CH:6]=[C:7]([OH:11])[C:8]=1[OH:9]. The catalyst class is: 2. (2) Reactant: [CH2:1]([C:5]1[CH:6]=[C:7]2[C:12](=[C:13]([O:15][CH:16]3[CH2:21][CH2:20][NH:19][CH2:18][CH2:17]3)[CH:14]=1)[N:11]=[CH:10][CH:9]=[CH:8]2)[CH2:2][CH2:3][CH3:4].[I-].[Na+].[C:24](=O)([OH:26])[O-:25].[Na+].[CH3:29][C:30]([S:33]([CH2:36][CH2:37][CH2:38][CH2:39]Br)(=[O:35])=[O:34])([CH3:32])[CH3:31]. Product: [CH:24]([OH:26])=[O:25].[CH2:1]([C:5]1[CH:6]=[C:7]2[C:12](=[C:13]([O:15][CH:16]3[CH2:17][CH2:18][N:19]([CH2:39][CH2:38][CH2:37][CH2:36][S:33]([C:30]([CH3:29])([CH3:32])[CH3:31])(=[O:34])=[O:35])[CH2:20][CH2:21]3)[CH:14]=1)[N:11]=[CH:10][CH:9]=[CH:8]2)[CH2:2][CH2:3][CH3:4]. The catalyst class is: 121. (3) Reactant: [Cl:1][C:2]1[C:7]([O:8][CH3:9])=[CH:6][C:5]([O:10][CH3:11])=[CH:4][C:3]=1[C:12]1[C:23](=[O:24])[N:22]([CH2:25][CH2:26][C:27]2[N:32]=[CH:31][C:30]([NH:33]C(=O)OC(C)(C)C)=[CH:29][CH:28]=2)[C:15]2[N:16]=[C:17]([NH:20][CH3:21])[N:18]=[CH:19][C:14]=2[CH:13]=1.C(O)(C(F)(F)F)=O. Product: [NH2:33][C:30]1[CH:29]=[CH:28][C:27]([CH2:26][CH2:25][N:22]2[C:15]3[N:16]=[C:17]([NH:20][CH3:21])[N:18]=[CH:19][C:14]=3[CH:13]=[C:12]([C:3]3[CH:4]=[C:5]([O:10][CH3:11])[CH:6]=[C:7]([O:8][CH3:9])[C:2]=3[Cl:1])[C:23]2=[O:24])=[N:32][CH:31]=1. The catalyst class is: 2. (4) Reactant: [O:1]=[C:2]1[CH:11]=[CH:10][C:9]2[C:4](=[CH:5][CH:6]=[C:7]([O:12][CH2:13][C:14]([NH:16][NH2:17])=[O:15])[CH:8]=2)[NH:3]1.[Cl:18][C:19]1[CH:20]=[C:21]([CH:25]=[CH:26][C:27]=1[Cl:28])[C:22](O)=O.C(N(CC)CC)C.CCCP(=O)=O. Product: [Cl:18][C:19]1[CH:20]=[C:21]([C:22]2[O:15][C:14]([CH2:13][O:12][C:7]3[CH:8]=[C:9]4[C:4](=[CH:5][CH:6]=3)[NH:3][C:2](=[O:1])[CH:11]=[CH:10]4)=[N:16][N:17]=2)[CH:25]=[CH:26][C:27]=1[Cl:28]. The catalyst class is: 3.